This data is from CYP1A2 inhibition data for predicting drug metabolism from PubChem BioAssay. The task is: Regression/Classification. Given a drug SMILES string, predict its absorption, distribution, metabolism, or excretion properties. Task type varies by dataset: regression for continuous measurements (e.g., permeability, clearance, half-life) or binary classification for categorical outcomes (e.g., BBB penetration, CYP inhibition). Dataset: cyp1a2_veith. (1) The drug is Cc1ccc(C(c2nnnn2CC2CCCO2)N2CCN(C(=O)c3ccco3)CC2)cc1. The result is 0 (non-inhibitor). (2) The compound is O=S(=O)(c1cccc2cnccc12)N1CCCNCC1. The result is 0 (non-inhibitor). (3) The compound is CCc1cc2c(nc1CC)CCN(CC/C(C)=N/O[C@@H](C)CN1CCCCc3nc(C)c(C)cc31)C2. The result is 0 (non-inhibitor). (4) The molecule is O=C1CC(=O)N(CCc2ccc(F)cc2)C(=O)N1. The result is 0 (non-inhibitor). (5) The compound is CC(=O)N1CCC2(CC1)CN(c1ccccc1)C2. The result is 0 (non-inhibitor). (6) The result is 0 (non-inhibitor). The compound is Cc1oc(-c2ccccc2F)nc1CS(=O)(=O)CC(=O)NCCCN(C)C1CCCCC1.